Dataset: Kir2.1 potassium channel HTS with 301,493 compounds. Task: Binary Classification. Given a drug SMILES string, predict its activity (active/inactive) in a high-throughput screening assay against a specified biological target. (1) The molecule is FC(F)Oc1c(NC(=O)Nc2cc(OC)c(OC)cc2)ccc(c1)C. The result is 0 (inactive). (2) The molecule is ClC=1CC2C(CC1)C(=O)N(C2=O)CNc1c(cccc1)C(O)=O. The result is 0 (inactive). (3) The compound is Clc1cc2sc(NC(=O)C3N4C(SC3)(CCC4=O)C)nc2cc1. The result is 0 (inactive). (4) The drug is S=C(N(CCN(CC)CC)Cc1cc2c([nH]c1=O)cc1OCCOc1c2)NCCCC. The result is 0 (inactive). (5) The drug is Clc1ccc(SCCCCN2C(=O)C(NC2=O)(C)C)cc1. The result is 1 (active). (6) The compound is O=C1N(C(=O)CC1N1CCN(CC1)c1ccc(OC)cc1)Cc1ccccc1. The result is 0 (inactive).